From a dataset of Full USPTO retrosynthesis dataset with 1.9M reactions from patents (1976-2016). Predict the reactants needed to synthesize the given product. (1) Given the product [OH:11][CH:9]([C:12]1[CH:13]=[C:14]([N:18]2[CH2:21][CH2:20][C:19]2=[O:22])[CH:15]=[CH:16][CH:17]=1)[CH2:10][N:37]1[CH2:38][CH2:39][N:34]([C:30]2[CH:29]=[CH:28][CH:27]=[C:26]3[C:31]=2[CH:32]=[CH:33][C:24]([CH3:23])=[N:25]3)[CH2:35][CH2:36]1, predict the reactants needed to synthesize it. The reactants are: NC(N)=O.C(=O)([O-])N.[C:9]([C:12]1[CH:13]=[C:14]([N:18]2[CH2:21][CH2:20][C:19]2=[O:22])[CH:15]=[CH:16][CH:17]=1)(=[O:11])[CH3:10].[CH3:23][C:24]1[CH:33]=[CH:32][C:31]2[C:26](=[CH:27][CH:28]=[CH:29][C:30]=2[N:34]2[CH2:39][CH2:38][N:37](CCC3C=C(C=CC=3)N)[CH2:36][CH2:35]2)[N:25]=1. (2) Given the product [C:1]([NH:5][S:6]([C:9]1[CH:14]=[CH:13][C:12]([N:15]2[C:19]([CH2:20][CH:21]3[CH2:26][CH2:25][CH2:24][CH2:23][CH2:22]3)=[C:18]([CH3:27])[C:17]([C:28]([O:30][CH2:31][CH3:32])=[O:29])=[C:16]2[C:38]#[N:39])=[CH:11][C:10]=1[C:34]([F:37])([F:36])[F:35])(=[O:8])=[O:7])([CH3:4])([CH3:3])[CH3:2], predict the reactants needed to synthesize it. The reactants are: [C:1]([NH:5][S:6]([C:9]1[CH:14]=[CH:13][C:12]([N:15]2[C:19]([CH2:20][CH:21]3[CH2:26][CH2:25][CH2:24][CH2:23][CH2:22]3)=[C:18]([CH3:27])[C:17]([C:28]([O:30][CH2:31][CH3:32])=[O:29])=[C:16]2Br)=[CH:11][C:10]=1[C:34]([F:37])([F:36])[F:35])(=[O:8])=[O:7])([CH3:4])([CH3:3])[CH3:2].[C:38]([Cu])#[N:39]. (3) Given the product [CH3:1][O:2][C:3]1[C:8]([CH3:9])=[CH:7][C:6]2[C@:10]3([CH2:20][O:21][C:5]=2[CH:4]=1)[C:18]1[C:13](=[CH:14][CH:15]=[CH:16][CH:17]=1)[NH:12][C:11]3=[O:19], predict the reactants needed to synthesize it. The reactants are: [CH3:1][O:2][C:3]1[C:8]([CH3:9])=[CH:7][C:6]2[C:10]3([CH2:20][O:21][C:5]=2[CH:4]=1)[C:18]1[C:13](=[CH:14][CH:15]=[CH:16][CH:17]=1)[NH:12][C:11]3=[O:19].C(#N)C. (4) The reactants are: [CH:1]([C:3]1[CH:8]=[CH:7][C:6]([O:9][S:10]([C:13]2[CH:18]=[CH:17][C:16]([CH3:19])=[CH:15][CH:14]=2)(=[O:12])=[O:11])=[C:5]([O:20][S:21]([C:24]2[CH:29]=[CH:28][C:27]([CH3:30])=[CH:26][CH:25]=2)(=[O:23])=[O:22])[CH:4]=1)=[O:2].[BH4-].[Na+]. Given the product [OH:2][CH2:1][C:3]1[CH:8]=[CH:7][C:6]([O:9][S:10]([C:13]2[CH:14]=[CH:15][C:16]([CH3:19])=[CH:17][CH:18]=2)(=[O:11])=[O:12])=[C:5]([O:20][S:21]([C:24]2[CH:25]=[CH:26][C:27]([CH3:30])=[CH:28][CH:29]=2)(=[O:23])=[O:22])[CH:4]=1, predict the reactants needed to synthesize it. (5) Given the product [Cl:1][C:2]1[CH:12]=[C:11]([Cl:13])[CH:10]=[CH:9][C:3]=1[O:4][CH2:5][C:6]([NH:14][C:15]1[CH:16]=[C:17]([CH:21]=[CH:22][N:23]=1)[C:18]([NH2:20])=[O:19])=[O:8], predict the reactants needed to synthesize it. The reactants are: [Cl:1][C:2]1[CH:12]=[C:11]([Cl:13])[CH:10]=[CH:9][C:3]=1[O:4][CH2:5][C:6]([OH:8])=O.[NH2:14][C:15]1[CH:16]=[C:17]([CH:21]=[CH:22][N:23]=1)[C:18]([NH2:20])=[O:19].C1CN([P+](ON2N=NC3C=CC=CC2=3)(N2CCCC2)N2CCCC2)CC1.F[P-](F)(F)(F)(F)F.CO. (6) Given the product [NH2:7][C:8]1[C:13]([C:14]([O:16][CH3:17])=[O:15])=[C:12]2[O:18][CH2:19][C:20]3[CH:21]=[N:22][S:23][C:24]=3[C:11]2=[CH:10][CH:9]=1, predict the reactants needed to synthesize it. The reactants are: C(C([NH:7][C:8]1[C:13]([C:14]([O:16][CH3:17])=[O:15])=[C:12]2[O:18][CH2:19][C:20]3[CH:21]=[N:22][S:23][C:24]=3[C:11]2=[CH:10][CH:9]=1)=O)(C)(C)C.S(=O)(=O)(O)O.